This data is from Reaction yield outcomes from USPTO patents with 853,638 reactions. The task is: Predict the reaction yield, written as a fraction of the theoretical maximum amount of product (1.0 means a 100% yield; for example, 0.34 means a 34% yield). (1) The reactants are [C:1]([C:5]1[CH:9]=[C:8]([NH:10][C:11](=[O:18])OCC(Cl)(Cl)Cl)[N:7]([CH3:19])[N:6]=1)([CH3:4])([CH3:3])[CH3:2].[C:20]1([C:26]2[N:30]=[C:29]([N:31]3[CH2:36][CH2:35][NH:34][CH2:33][CH2:32]3)[S:28][N:27]=2)[CH:25]=[CH:24][CH:23]=[CH:22][CH:21]=1.C(N(C(C)C)CC)(C)C.O. The catalyst is CS(C)=O. The product is [C:1]([C:5]1[CH:9]=[C:8]([NH:10][C:11]([N:34]2[CH2:35][CH2:36][N:31]([C:29]3[S:28][N:27]=[C:26]([C:20]4[CH:25]=[CH:24][CH:23]=[CH:22][CH:21]=4)[N:30]=3)[CH2:32][CH2:33]2)=[O:18])[N:7]([CH3:19])[N:6]=1)([CH3:2])([CH3:3])[CH3:4]. The yield is 0.748. (2) The reactants are [CH3:1][O:2][C:3]1[CH:9]=[C:8]([O:10][CH3:11])[C:7]([O:12][CH3:13])=[CH:6][C:4]=1[NH2:5].[C:14](Cl)(Cl)=[O:15]. The catalyst is CCOC(C)=O. The product is [N:5]([C:4]1[CH:6]=[C:7]([O:12][CH3:13])[C:8]([O:10][CH3:11])=[CH:9][C:3]=1[O:2][CH3:1])=[C:14]=[O:15]. The yield is 0.990. (3) The reactants are [CH3:1][NH:2][C:3]1[CH:8]=[CH:7][CH:6]=[CH:5][C:4]=1[C:9]1[N:14]2[N:15]=[C:16]([C:20]3[CH:25]=[CH:24][C:23]([O:26][C:27]4[CH:32]=[CH:31][CH:30]=[CH:29][CH:28]=4)=[CH:22][CH:21]=3)[C:17]([C:18]#[N:19])=[C:13]2[N:12]=[CH:11][CH:10]=1.[BH4-].[Na+]. The catalyst is CCO. The product is [CH3:1][NH:2][C:3]1[CH:8]=[CH:7][CH:6]=[CH:5][C:4]=1[CH:9]1[N:14]2[N:15]=[C:16]([C:20]3[CH:25]=[CH:24][C:23]([O:26][C:27]4[CH:32]=[CH:31][CH:30]=[CH:29][CH:28]=4)=[CH:22][CH:21]=3)[C:17]([C:18]#[N:19])=[C:13]2[NH:12][CH2:11][CH2:10]1. The yield is 0.565.